This data is from Forward reaction prediction with 1.9M reactions from USPTO patents (1976-2016). The task is: Predict the product of the given reaction. (1) The product is: [F:27][C:22]1[CH:23]=[CH:24][CH:25]=[CH:26][C:21]=1[N:20]1[C:16]([C:11]2[CH:12]=[CH:13][CH:14]=[CH:15][C:10]=2[C:5]2[CH:6]=[CH:7][CH:8]=[CH:9][C:4]=2[O:3][CH2:29][C:30]([O:32][CH3:33])=[O:31])=[N:17][N:18]=[N:19]1. Given the reactants C([O:3][C:4]1[CH:9]=[CH:8][CH:7]=[CH:6][C:5]=1[C:10]1[CH:15]=[CH:14][CH:13]=[CH:12][C:11]=1[C:16]1[N:20]([C:21]2[CH:26]=[CH:25][CH:24]=[CH:23][C:22]=2[F:27])[N:19]=[N:18][N:17]=1)C.Br[CH2:29][C:30]([O:32][CH3:33])=[O:31], predict the reaction product. (2) The product is: [Br:21][CH2:1][C:2]1[N:3]([S:12]([C:15]2[CH:20]=[CH:19][CH:18]=[CH:17][CH:16]=2)(=[O:14])=[O:13])[CH:4]=[CH:5][C:6]=1[C:7]([O:9][CH2:10][CH3:11])=[O:8]. Given the reactants [CH3:1][C:2]1[N:3]([S:12]([C:15]2[CH:20]=[CH:19][CH:18]=[CH:17][CH:16]=2)(=[O:14])=[O:13])[CH:4]=[CH:5][C:6]=1[C:7]([O:9][CH2:10][CH3:11])=[O:8].[Br:21]N1C(=O)CCC1=O, predict the reaction product. (3) The product is: [ClH:32].[CH3:1][C:2]1[CH:7]=[CH:6][CH:5]=[CH:4][C:3]=1[C:8]1[C:18]2[O:17][CH2:16][CH2:15][NH:14][CH2:13][C:12]=2[CH:11]=[CH:10][CH:9]=1. Given the reactants [CH3:1][C:2]1[CH:7]=[CH:6][CH:5]=[CH:4][C:3]=1[C:8]1[C:18]2[O:17][CH2:16][CH2:15][N:14](C(OC(C)(C)C)=O)[CH2:13][C:12]=2[CH:11]=[CH:10][CH:9]=1.C(OCC)(=O)C.[ClH:32], predict the reaction product. (4) Given the reactants [H-].[Na+].[C:3]1([CH2:11][OH:12])[CH:8]=[CH:7][CH:6]=[C:5]([CH2:9][OH:10])[CH:4]=1.[C:13]([Si:17](Cl)([C:24]1[CH:29]=[CH:28][CH:27]=[CH:26][CH:25]=1)[C:18]1[CH:23]=[CH:22][CH:21]=[CH:20][CH:19]=1)([CH3:16])([CH3:15])[CH3:14].O, predict the reaction product. The product is: [Si:17]([O:10][CH2:9][C:5]1[CH:4]=[C:3]([CH2:11][OH:12])[CH:8]=[CH:7][CH:6]=1)([C:13]([CH3:16])([CH3:15])[CH3:14])([C:24]1[CH:25]=[CH:26][CH:27]=[CH:28][CH:29]=1)[C:18]1[CH:23]=[CH:22][CH:21]=[CH:20][CH:19]=1. (5) Given the reactants [CH3:1][NH:2][C:3]([N:5]1[C:13]2[C:8](=[CH:9][C:10]([NH:14][S:15]([C:18]3[CH:23]=[C:22]([Cl:24])[CH:21]=[C:20]([Cl:25])[CH:19]=3)(=[O:17])=[O:16])=[CH:11][CH:12]=2)[CH2:7][CH2:6]1)=[O:4].C(=O)([O-])[O-].[K+].[K+].FC(F)(F)S(O[CH2:38][P:39]([O:44][CH2:45][CH3:46])([O:41][CH2:42][CH3:43])=[O:40])(=O)=O.O, predict the reaction product. The product is: [Cl:24][C:22]1[CH:23]=[C:18]([S:15]([N:14]([CH2:38][P:39](=[O:40])([O:44][CH2:45][CH3:46])[O:41][CH2:42][CH3:43])[C:10]2[CH:9]=[C:8]3[C:13](=[CH:12][CH:11]=2)[N:5]([C:3](=[O:4])[NH:2][CH3:1])[CH2:6][CH2:7]3)(=[O:17])=[O:16])[CH:19]=[C:20]([Cl:25])[CH:21]=1. (6) The product is: [C:21]([O:20][CH:15]([C:8]1[N:9]([CH3:14])[C:10](=[O:13])[C:11]2[C:6]([C:7]=1[C:25]1[CH:30]=[CH:29][C:28]([CH3:31])=[C:27]([CH3:32])[CH:26]=1)=[CH:5][CH:4]=[C:3]([CH2:2][NH:1][C:43]([C:44]([OH:46])=[O:45])=[O:48])[CH:12]=2)[C:16]([OH:49])=[O:17])([CH3:23])([CH3:24])[CH3:22]. Given the reactants [NH2:1][CH2:2][C:3]1[CH:12]=[C:11]2[C:6]([C:7]([C:25]3[CH:30]=[CH:29][C:28]([CH3:31])=[C:27]([CH3:32])[CH:26]=3)=[C:8]([CH:15]([O:20][C:21]([CH3:24])([CH3:23])[CH3:22])[C:16](OC)=[O:17])[N:9]([CH3:14])[C:10]2=[O:13])=[CH:5][CH:4]=1.CCN(C(C)C)C(C)C.Cl[C:43](=[O:48])[C:44]([O:46]C)=[O:45].[O:49]1CCCC1, predict the reaction product. (7) Given the reactants CC(O)=O.[CH:5]1([C:8]2[NH:36][C:11]3[N:12]=[N:13][C:14]([C:16]#[C:17][CH2:18][CH2:19][C:20]4[S:24][C:23]([NH:25][C:26](=[O:35])[C@@H:27]([OH:34])[C:28]5[CH:33]=[CH:32][CH:31]=[CH:30][CH:29]=5)=[N:22][N:21]=4)=[CH:15][C:10]=3[CH:9]=2)[CH2:7][CH2:6]1.CO, predict the reaction product. The product is: [CH:5]1([C:8]2[NH:36][C:11]3[N:12]=[N:13][C:14]([CH2:16][CH2:17][CH2:18][CH2:19][C:20]4[S:24][C:23]([NH:25][C:26](=[O:35])[C@@H:27]([OH:34])[C:28]5[CH:29]=[CH:30][CH:31]=[CH:32][CH:33]=5)=[N:22][N:21]=4)=[CH:15][C:10]=3[CH:9]=2)[CH2:6][CH2:7]1.